Task: Regression. Given a peptide amino acid sequence and an MHC pseudo amino acid sequence, predict their binding affinity value. This is MHC class II binding data.. Dataset: Peptide-MHC class II binding affinity with 134,281 pairs from IEDB (1) The peptide sequence is LRLSSLMPCQAPRKS. The MHC is DRB1_0901 with pseudo-sequence DRB1_0901. The binding affinity (normalized) is 0.706. (2) The peptide sequence is KGYMFESKSMKLRTQI. The MHC is DRB1_0401 with pseudo-sequence DRB1_0401. The binding affinity (normalized) is 0.524. (3) The peptide sequence is NAAYNAADHAAPEDK. The MHC is HLA-DPA10103-DPB10201 with pseudo-sequence HLA-DPA10103-DPB10201. The binding affinity (normalized) is 0.0387. (4) The peptide sequence is AAATAGTRVYGAFAA. The MHC is HLA-DQA10102-DQB10602 with pseudo-sequence HLA-DQA10102-DQB10602. The binding affinity (normalized) is 0.785. (5) The peptide sequence is VGDDSGGFSTTVSTE. The MHC is DRB1_0301 with pseudo-sequence DRB1_0301. The binding affinity (normalized) is 0. (6) The peptide sequence is VMGDTAWDFSSAGGF. The MHC is DRB3_0301 with pseudo-sequence DRB3_0301. The binding affinity (normalized) is 0. (7) The peptide sequence is RTATNIWIDHNSFSN. The MHC is HLA-DPA10103-DPB10401 with pseudo-sequence HLA-DPA10103-DPB10401. The binding affinity (normalized) is 0. (8) The peptide sequence is GGTEIKYNGEEYLIL. The MHC is HLA-DQA10102-DQB10602 with pseudo-sequence HLA-DQA10102-DQB10602. The binding affinity (normalized) is 0.130. (9) The peptide sequence is APPPQLPRPPATPPP. The MHC is DRB1_1501 with pseudo-sequence DRB1_1501. The binding affinity (normalized) is 0.